This data is from Peptide-MHC class I binding affinity with 185,985 pairs from IEDB/IMGT. The task is: Regression. Given a peptide amino acid sequence and an MHC pseudo amino acid sequence, predict their binding affinity value. This is MHC class I binding data. (1) The peptide sequence is DEVEFLGHY. The binding affinity (normalized) is 0.213. The MHC is HLA-B15:42 with pseudo-sequence HLA-B15:42. (2) The peptide sequence is TLTRGQNTV. The MHC is HLA-A02:03 with pseudo-sequence HLA-A02:03. The binding affinity (normalized) is 0.787. (3) The MHC is HLA-A02:02 with pseudo-sequence HLA-A02:02. The peptide sequence is ILISLINSLV. The binding affinity (normalized) is 0.711. (4) The peptide sequence is NKDGFLYVY. The MHC is HLA-A23:01 with pseudo-sequence HLA-A23:01. The binding affinity (normalized) is 0. (5) The peptide sequence is VTLFIDRGSI. The MHC is HLA-A02:06 with pseudo-sequence HLA-A02:06. The binding affinity (normalized) is 0.260.